Dataset: Reaction yield outcomes from USPTO patents with 853,638 reactions. Task: Predict the reaction yield, written as a fraction of the theoretical maximum amount of product (1.0 means a 100% yield; for example, 0.34 means a 34% yield). (1) The reactants are Br[CH2:2][C:3]1[CH:8]=[CH:7][C:6]([Cl:9])=[CH:5][C:4]=1[O:10][CH3:11].[N:12]1[CH:17]=[CH:16][C:15](B(O)O)=[CH:14][CH:13]=1.C([O-])([O-])=O.[Na+].[Na+]. The catalyst is COCCOC.C1C=CC([P]([Pd]([P](C2C=CC=CC=2)(C2C=CC=CC=2)C2C=CC=CC=2)([P](C2C=CC=CC=2)(C2C=CC=CC=2)C2C=CC=CC=2)[P](C2C=CC=CC=2)(C2C=CC=CC=2)C2C=CC=CC=2)(C2C=CC=CC=2)C2C=CC=CC=2)=CC=1. The product is [Cl:9][C:6]1[CH:7]=[CH:8][C:3]([CH2:2][C:15]2[CH:16]=[CH:17][N:12]=[CH:13][CH:14]=2)=[C:4]([O:10][CH3:11])[CH:5]=1. The yield is 0.330. (2) The reactants are [Si:1]([O:8][CH:9]([CH:15]1[CH2:23][C:22]2[C:17](=[CH:18][CH:19]=[C:20]([C:24]3[CH:29]=[CH:28][CH:27]=[CH:26][CH:25]=3)[CH:21]=2)[CH2:16]1)[C:10]1[O:11][CH:12]=[CH:13][N:14]=1)([C:4]([CH3:7])([CH3:6])[CH3:5])([CH3:3])[CH3:2].[Li]CCCC.[Sn:35](Cl)([CH2:44][CH2:45][CH2:46][CH3:47])([CH2:40][CH2:41][CH2:42][CH3:43])[CH2:36][CH2:37][CH2:38][CH3:39]. The catalyst is C1COCC1.CCOC(C)=O. The product is [Si:1]([O:8][CH:9]([CH:15]1[CH2:23][C:22]2[C:17](=[CH:18][CH:19]=[C:20]([C:24]3[CH:29]=[CH:28][CH:27]=[CH:26][CH:25]=3)[CH:21]=2)[CH2:16]1)[C:10]1[O:11][C:12]([Sn:35]([CH2:40][CH2:41][CH2:42][CH3:43])([CH2:44][CH2:45][CH2:46][CH3:47])[CH2:36][CH2:37][CH2:38][CH3:39])=[CH:13][N:14]=1)([C:4]([CH3:7])([CH3:5])[CH3:6])([CH3:3])[CH3:2]. The yield is 0.650. (3) The reactants are [CH3:1][N:2]1[CH2:7][CH2:6][NH:5][CH2:4][CH2:3]1.[C:8]([C:12]1[CH:16]=[C:15]([NH:17][C:18]([NH:20][C@@H:21]2[C:30]3[C:25](=[CH:26][CH:27]=[CH:28][CH:29]=3)[C@H:24]([O:31][C:32]3[CH:33]=[CH:34][C:35]4[N:36]([C:38]([N:41]5[C@H:46]([CH3:47])[CH2:45][CH2:44][CH2:43][C@@H:42]5[CH3:48])=[N:39][N:40]=4)[CH:37]=3)[CH2:23][CH2:22]2)=[O:19])[N:14]([C:49]2[CH:50]=[C:51]([CH:60]=[CH:61][CH:62]=2)[O:52][CH2:53][CH2:54]OS(C)(=O)=O)[N:13]=1)([CH3:11])([CH3:10])[CH3:9]. The catalyst is C1COCC1. The product is [C:8]([C:12]1[CH:16]=[C:15]([NH:17][C:18]([NH:20][C@@H:21]2[C:30]3[C:25](=[CH:26][CH:27]=[CH:28][CH:29]=3)[C@H:24]([O:31][C:32]3[CH:33]=[CH:34][C:35]4[N:36]([C:38]([N:41]5[C@H:42]([CH3:48])[CH2:43][CH2:44][CH2:45][C@@H:46]5[CH3:47])=[N:39][N:40]=4)[CH:37]=3)[CH2:23][CH2:22]2)=[O:19])[N:14]([C:49]2[CH:62]=[CH:61][CH:60]=[C:51]([O:52][CH2:53][CH2:54][N:5]3[CH2:6][CH2:7][N:2]([CH3:1])[CH2:3][CH2:4]3)[CH:50]=2)[N:13]=1)([CH3:10])([CH3:11])[CH3:9]. The yield is 0.380.